This data is from Reaction yield outcomes from USPTO patents with 853,638 reactions. The task is: Predict the reaction yield, written as a fraction of the theoretical maximum amount of product (1.0 means a 100% yield; for example, 0.34 means a 34% yield). (1) The reactants are I[C:2]1[C:10]2[C:5](=[N:6][CH:7]=[CH:8][CH:9]=2)[N:4]([Si:11]([CH:18]([CH3:20])[CH3:19])([CH:15]([CH3:17])[CH3:16])[CH:12]([CH3:14])[CH3:13])[CH:3]=1.C([Mg]Cl)(C)C.[C:26]([O:30][C:31](=[O:48])[N:32]([C:40]1[S:41][C:42]([CH:46]=[O:47])=[C:43]([Cl:45])[N:44]=1)[CH2:33][C:34]1[CH:39]=[CH:38][N:37]=[CH:36][CH:35]=1)([CH3:29])([CH3:28])[CH3:27]. The catalyst is O1CCCC1. The product is [C:26]([O:30][C:31](=[O:48])[N:32]([C:40]1[S:41][C:42]([CH:46]([OH:47])[C:2]2[C:10]3[C:5](=[N:6][CH:7]=[CH:8][CH:9]=3)[N:4]([Si:11]([CH:18]([CH3:20])[CH3:19])([CH:15]([CH3:17])[CH3:16])[CH:12]([CH3:14])[CH3:13])[CH:3]=2)=[C:43]([Cl:45])[N:44]=1)[CH2:33][C:34]1[CH:35]=[CH:36][N:37]=[CH:38][CH:39]=1)([CH3:29])([CH3:27])[CH3:28]. The yield is 0.860. (2) The reactants are [C:1]1([C:7]#[C:8][CH:9]([OH:13])[CH2:10][CH2:11][CH3:12])[CH:6]=[CH:5][CH:4]=[CH:3][CH:2]=1.[C:14]1([SH:20])[CH:19]=[CH:18][CH:17]=[CH:16][CH:15]=1.C1(CC(SC2C=CC=CC=2)C(=O)C)C=CC=CC=1. The catalyst is ClCCCl. The product is [C:1]1([CH2:7][CH:8]([S:20][C:14]2[CH:19]=[CH:18][CH:17]=[CH:16][CH:15]=2)[C:9](=[O:13])[CH2:10][CH2:11][CH3:12])[CH:6]=[CH:5][CH:4]=[CH:3][CH:2]=1. The yield is 0.900. (3) The product is [S:1]1[CH:5]=[N:4][N:3]=[C:2]1[NH:6][S:7]([C:10]1[CH:11]=[C:12]([CH:17]=[CH:18][CH:19]=1)[C:13]([OH:15])=[O:14])(=[O:9])=[O:8]. The yield is 0.520. The reactants are [S:1]1[CH:5]=[N:4][N:3]=[C:2]1[NH:6][S:7]([C:10]1[CH:11]=[C:12]([CH:17]=[CH:18][CH:19]=1)[C:13]([O:15]C)=[O:14])(=[O:9])=[O:8].[OH-].[Na+]. The catalyst is O1CCOCC1. (4) The reactants are S(Cl)(Cl)=O.[CH2:5](O)[CH3:6].[F:8][C:9]1[CH:10]=[C:11]([CH2:15][C:16]([OH:18])=[O:17])[CH:12]=[CH:13][CH:14]=1. The catalyst is O. The product is [F:8][C:9]1[CH:10]=[C:11]([CH2:15][C:16]([O:18][CH2:5][CH3:6])=[O:17])[CH:12]=[CH:13][CH:14]=1. The yield is 0.990. (5) The reactants are [C:1]([CH:5]1[CH2:13][C:12]2[C:7](=[CH:8][C:9]([N+:14]([O-:16])=[O:15])=[CH:10][CH:11]=2)[NH:6]1)([CH3:4])([CH3:3])[CH3:2].C(C1C(=O)C(Cl)=C(Cl)C(=O)C=1C#N)#N. The catalyst is O1CCOCC1. The product is [C:1]([C:5]1[NH:6][C:7]2[C:12]([CH:13]=1)=[CH:11][CH:10]=[C:9]([N+:14]([O-:16])=[O:15])[CH:8]=2)([CH3:4])([CH3:2])[CH3:3]. The yield is 0.800. (6) The reactants are [Br:1][C:2]1[CH:8]=[CH:7][C:5]([NH2:6])=[C:4]([CH3:9])[CH:3]=1.F[C:11]1[CH:12]=[N:13][CH:14]=[CH:15][C:16]=1[C:17]([OH:19])=[O:18].[Li+].C[Si]([N-][Si](C)(C)C)(C)C. The catalyst is C1COCC1. The product is [Br:1][C:2]1[CH:8]=[CH:7][C:5]([NH:6][C:15]2[CH:14]=[N:13][CH:12]=[CH:11][C:16]=2[C:17]([OH:19])=[O:18])=[C:4]([CH3:9])[CH:3]=1. The yield is 0.700.